This data is from NCI-60 drug combinations with 297,098 pairs across 59 cell lines. The task is: Regression. Given two drug SMILES strings and cell line genomic features, predict the synergy score measuring deviation from expected non-interaction effect. (1) Drug 1: CN(C)N=NC1=C(NC=N1)C(=O)N. Drug 2: C1=CN(C(=O)N=C1N)C2C(C(C(O2)CO)O)O.Cl. Cell line: SN12C. Synergy scores: CSS=0.497, Synergy_ZIP=-6.19, Synergy_Bliss=-13.0, Synergy_Loewe=-58.9, Synergy_HSA=-12.6. (2) Drug 1: C1CN1P(=S)(N2CC2)N3CC3. Drug 2: C1CC(C1)(C(=O)O)C(=O)O.[NH2-].[NH2-].[Pt+2]. Cell line: SN12C. Synergy scores: CSS=41.2, Synergy_ZIP=-6.56, Synergy_Bliss=-2.53, Synergy_Loewe=-0.529, Synergy_HSA=2.26. (3) Drug 1: C1=NC2=C(N1)C(=S)N=CN2. Drug 2: C1CCC(C(C1)N)N.C(=O)(C(=O)[O-])[O-].[Pt+4]. Cell line: BT-549. Synergy scores: CSS=33.2, Synergy_ZIP=-10.8, Synergy_Bliss=-9.26, Synergy_Loewe=-5.62, Synergy_HSA=-2.10. (4) Drug 1: C1=NC2=C(N1)C(=S)N=C(N2)N. Drug 2: C1=CC=C(C=C1)NC(=O)CCCCCCC(=O)NO. Cell line: MDA-MB-435. Synergy scores: CSS=12.6, Synergy_ZIP=-8.88, Synergy_Bliss=-4.88, Synergy_Loewe=-7.57, Synergy_HSA=-4.39. (5) Drug 1: CC1=CC2C(CCC3(C2CCC3(C(=O)C)OC(=O)C)C)C4(C1=CC(=O)CC4)C. Drug 2: CCC1(CC2CC(C3=C(CCN(C2)C1)C4=CC=CC=C4N3)(C5=C(C=C6C(=C5)C78CCN9C7C(C=CC9)(C(C(C8N6C=O)(C(=O)OC)O)OC(=O)C)CC)OC)C(=O)OC)O.OS(=O)(=O)O. Cell line: HCC-2998. Synergy scores: CSS=57.9, Synergy_ZIP=15.3, Synergy_Bliss=14.6, Synergy_Loewe=-24.1, Synergy_HSA=11.6. (6) Drug 1: CN(C)C1=NC(=NC(=N1)N(C)C)N(C)C. Drug 2: CCCCCOC(=O)NC1=NC(=O)N(C=C1F)C2C(C(C(O2)C)O)O. Cell line: NCI-H226. Synergy scores: CSS=1.41, Synergy_ZIP=0.134, Synergy_Bliss=2.12, Synergy_Loewe=-1.12, Synergy_HSA=-0.520. (7) Drug 1: CN1C(=O)N2C=NC(=C2N=N1)C(=O)N. Drug 2: COCCOC1=C(C=C2C(=C1)C(=NC=N2)NC3=CC=CC(=C3)C#C)OCCOC.Cl. Cell line: SF-539. Synergy scores: CSS=4.01, Synergy_ZIP=-1.90, Synergy_Bliss=2.27, Synergy_Loewe=0.202, Synergy_HSA=2.10.